From a dataset of Reaction yield outcomes from USPTO patents with 853,638 reactions. Predict the reaction yield, written as a fraction of the theoretical maximum amount of product (1.0 means a 100% yield; for example, 0.34 means a 34% yield). (1) The reactants are [CH3:1][C:2]1[N:3]([S:9]([C:12]2[CH:17]=[CH:16][CH:15]=[CH:14][CH:13]=2)(=[O:11])=[O:10])[CH:4]=[CH:5][C:6]=1[CH2:7][OH:8].CS(C)=O.C(=O)([O-])O.[Na+]. The catalyst is C(N(CC)CC)C. The product is [CH3:1][C:2]1[N:3]([S:9]([C:12]2[CH:17]=[CH:16][CH:15]=[CH:14][CH:13]=2)(=[O:10])=[O:11])[CH:4]=[CH:5][C:6]=1[CH:7]=[O:8]. The yield is 0.840. (2) The reactants are [C:1]([C:3]1[CH:8]=[CH:7][CH:6]=[CH:5][C:4]=1B1OC(C)(C)C(C)(C)O1)#[N:2].BrC1C=C(C)C=C(C)[C:20]=1[NH2:21].C(=O)([O-])[O-].[K+].[K+].[C:34]1([CH3:40])[CH:39]=[CH:38][CH:37]=[CH:36][CH:35]=1.CO. The catalyst is C1C=CC([P]([Pd]([P](C2C=CC=CC=2)(C2C=CC=CC=2)C2C=CC=CC=2)([P](C2C=CC=CC=2)(C2C=CC=CC=2)C2C=CC=CC=2)[P](C2C=CC=CC=2)(C2C=CC=CC=2)C2C=CC=CC=2)(C2C=CC=CC=2)C2C=CC=CC=2)=CC=1. The product is [CH3:40][C:34]1[CH:39]=[CH:38][C:37]2[C:4]3[C:3]([CH:1]([NH2:2])[N:21]([CH3:20])[C:36]=2[CH:35]=1)=[CH:8][CH:7]=[CH:6][CH:5]=3. The yield is 0.820. (3) The reactants are [Br:1][C:2]1[CH:3]=[C:4]([NH:13][C@H:14]2[CH2:19][CH2:18][C@H:17]([N:20]([CH3:22])[CH3:21])[CH2:16][CH2:15]2)[C:5]([CH3:12])=[C:6]([CH:11]=1)[C:7]([O:9][CH3:10])=[O:8].[CH:23](=O)[CH3:24].C(O[BH-](OC(=O)C)OC(=O)C)(=O)C.[Na+].C([O-])(O)=O.[Na+]. The catalyst is C(Cl)Cl.CC(O)=O. The product is [Br:1][C:2]1[CH:3]=[C:4]([N:13]([C@H:14]2[CH2:19][CH2:18][C@H:17]([N:20]([CH3:22])[CH3:21])[CH2:16][CH2:15]2)[CH2:23][CH3:24])[C:5]([CH3:12])=[C:6]([CH:11]=1)[C:7]([O:9][CH3:10])=[O:8]. The yield is 0.360. (4) The reactants are COC1C=CC(C[N:8]2[C:16]3[C:15](=[O:17])[N:14]4[C:18]([CH3:21])=[N:19][N:20]=[C:13]4[N:12]([CH2:22][CH2:23][CH2:24][CH2:25][CH3:26])[C:11]=3[N:10]=[C:9]2N2C=NC=N2)=CC=1. The catalyst is FC(F)(F)C(O)=O. The product is [CH3:21][C:18]1[N:14]2[C:15](=[O:17])[C:16]3[NH:8][C:9]([N:14]4[CH:13]=[N:20][N:19]=[CH:18]4)=[N:10][C:11]=3[N:12]([CH2:22][CH2:23][CH2:24][CH2:25][CH3:26])[C:13]2=[N:20][N:19]=1. The yield is 0.520. (5) The reactants are [C:1]([Cl:5])(Cl)(Cl)[Cl:2].C1(P(C2C=CC=CC=2)C2C=CC=CC=2)C=CC=CC=1.[Cl:25][C:26]1[C:31]([O:32][CH3:33])=[CH:30][C:29]([C:34](=O)[C:35]([O:37][CH2:38][CH3:39])=[O:36])=[C:28]([F:41])[CH:27]=1. The catalyst is ClCCl. The product is [Cl:2][C:1]([Cl:5])=[C:34]([C:29]1[CH:30]=[C:31]([O:32][CH3:33])[C:26]([Cl:25])=[CH:27][C:28]=1[F:41])[C:35]([O:37][CH2:38][CH3:39])=[O:36]. The yield is 0.820. (6) The reactants are [Br:1]N1C(=O)CCC1=O.[CH3:9][O:10][C:11]([C:13]1[CH:21]=[C:20]2[C:16]([C:17]3[CH:25]=[C:24]([CH3:26])[CH:23]=[N:22][C:18]=3[NH:19]2)=[C:15]([C:27]2[CH:32]=[CH:31][CH:30]=[C:29]([S:33]([CH2:36][CH3:37])(=[O:35])=[O:34])[CH:28]=2)[CH:14]=1)=[O:12]. The catalyst is C(Cl)Cl. The product is [CH3:9][O:10][C:11]([C:13]1[CH:21]=[C:20]2[C:16]([C:17]3[CH:25]=[C:24]([CH3:26])[CH:23]=[N:22][C:18]=3[NH:19]2)=[C:15]([C:27]2[CH:32]=[CH:31][CH:30]=[C:29]([S:33]([CH2:36][CH3:37])(=[O:35])=[O:34])[CH:28]=2)[C:14]=1[Br:1])=[O:12]. The yield is 0.240. (7) The catalyst is CN(C)C=O. The yield is 0.700. The product is [Br:20][C:21]1[CH:30]=[CH:29][CH:28]=[C:27]2[C:22]=1[CH:23]=[C:24]([NH:31][C:32]1[O:13][C@:5]3([CH2:4][N:3]=1)[CH:10]1[CH2:9][CH2:8][N:7]([CH2:12][CH2:11]1)[CH2:6]3)[N:25]=[CH:26]2. The reactants are Cl.Cl.[NH2:3][CH2:4][C@@:5]1([OH:13])[CH:10]2[CH2:11][CH2:12][N:7]([CH2:8][CH2:9]2)[CH2:6]1.C([O-])([O-])=O.[Cs+].[Cs+].[Br:20][C:21]1[CH:30]=[CH:29][CH:28]=[C:27]2[C:22]=1[CH:23]=[C:24]([N:31]=[C:32]=S)[N:25]=[CH:26]2.C(N=C=NC(C)C)(C)C.